Dataset: Reaction yield outcomes from USPTO patents with 853,638 reactions. Task: Predict the reaction yield, written as a fraction of the theoretical maximum amount of product (1.0 means a 100% yield; for example, 0.34 means a 34% yield). (1) The reactants are [F:1][C:2]1[CH:7]=[C:6]([F:8])[CH:5]=[CH:4][C:3]=1[N:9]1[C:17](=[O:18])[C:16]2[C@@H:15]3[C:19]([CH3:21])([CH3:20])[C@@:12]([CH3:22])([CH2:13][CH2:14]3)[C:11]=2[NH:10]1.[F:23][C:24]([F:34])([F:33])[C:25]1[CH:26]=[C:27]([CH:30]=[CH:31][CH:32]=1)[CH2:28]Br.ClCCl. The catalyst is [I-].C([N+](CCCC)(CCCC)CCCC)CCC.CN(C)C=O. The product is [F:1][C:2]1[CH:7]=[C:6]([F:8])[CH:5]=[CH:4][C:3]=1[N:9]1[C:17](=[O:18])[C:16]2[C@@H:15]3[C:19]([CH3:21])([CH3:20])[C@@:12]([CH3:22])([CH2:13][CH2:14]3)[C:11]=2[N:10]1[CH2:28][C:27]1[CH:30]=[CH:31][CH:32]=[C:25]([C:24]([F:23])([F:33])[F:34])[CH:26]=1. The yield is 0.710. (2) The reactants are [CH3:1][N:2]([CH2:4][C:5]1[CH:10]=[CH:9][C:8](I)=[CH:7][CH:6]=1)[CH3:3].[CH3:12][Si:13]([C:16]#[CH:17])([CH3:15])[CH3:14].C(N(CC)CC)C. The catalyst is [Pd](Cl)Cl.C1(P(C2C=CC=CC=2)C2C=CC=CC=2)C=CC=CC=1.C1(P(C2C=CC=CC=2)C2C=CC=CC=2)C=CC=CC=1.[Cu]I.C1COCC1. The product is [CH3:1][N:2]([CH3:3])[CH2:4][C:5]1[CH:10]=[CH:9][C:8]([C:17]#[C:16][Si:13]([CH3:15])([CH3:14])[CH3:12])=[CH:7][CH:6]=1. The yield is 0.850. (3) The reactants are [O:1]1[CH2:6][CH2:5][CH:4]([CH:7]=O)[CH2:3][CH2:2]1.[CH2:9]([O:11][C:12]([CH:14]1[CH2:19][CH2:18][NH:17][CH2:16][CH2:15]1)=[O:13])[CH3:10].C(O[BH-](OC(=O)C)OC(=O)C)(=O)C.[Na+]. The catalyst is ClCCl. The product is [CH2:9]([O:11][C:12]([CH:14]1[CH2:19][CH2:18][N:17]([CH2:7][CH:4]2[CH2:3][CH2:2][O:1][CH2:6][CH2:5]2)[CH2:16][CH2:15]1)=[O:13])[CH3:10]. The yield is 0.860. (4) The reactants are [C:1]([C:5]1[CH:29]=[CH:28][C:8]([CH2:9][N:10]2[CH2:14][CH:13]([CH2:15][CH2:16][CH2:17][C:18]3[CH:23]=[CH:22][C:21]([O:24][CH3:25])=[CH:20][CH:19]=3)[N:12]([CH3:26])[C:11]2=[O:27])=[CH:7][CH:6]=1)([CH3:4])([CH3:3])[CH3:2].[I:30]I. The catalyst is C(O)C.S([O-])([O-])(=O)=O.[Ag+2]. The product is [C:1]([C:5]1[CH:29]=[CH:28][C:8]([CH2:9][N:10]2[CH2:14][CH:13]([CH2:15][CH2:16][CH2:17][C:18]3[CH:19]=[CH:20][C:21]([O:24][CH3:25])=[C:22]([I:30])[CH:23]=3)[N:12]([CH3:26])[C:11]2=[O:27])=[CH:7][CH:6]=1)([CH3:4])([CH3:2])[CH3:3]. The yield is 0.700. (5) The reactants are [OH:1][C:2]1([C:6]2[S:7][C:8]([C:11]3[CH:12]=[C:13]([NH:18][C:19]4[N:24]=[C:23]([O:25][CH:26]5[CH2:31][CH2:30][CH:29]([C:32]([O:34]CC)=[O:33])[CH2:28][CH2:27]5)[CH:22]=[CH:21][N:20]=4)[CH:14]=[C:15]([CH3:17])[CH:16]=3)=[CH:9][N:10]=2)[CH2:5][CH2:4][CH2:3]1.CO.[OH-].[Na+].Cl. The catalyst is O1CCCC1.O. The product is [OH:1][C:2]1([C:6]2[S:7][C:8]([C:11]3[CH:12]=[C:13]([NH:18][C:19]4[N:24]=[C:23]([O:25][CH:26]5[CH2:31][CH2:30][CH:29]([C:32]([OH:34])=[O:33])[CH2:28][CH2:27]5)[CH:22]=[CH:21][N:20]=4)[CH:14]=[C:15]([CH3:17])[CH:16]=3)=[CH:9][N:10]=2)[CH2:3][CH2:4][CH2:5]1. The yield is 0.990. (6) The reactants are [CH3:1][C:2]1[C:11]([N:12]=[S:13]=O)=[CH:10][CH:9]=[CH:8][C:3]=1[C:4]([O:6][CH3:7])=[O:5].S(=NS(C)(=O)=O)=O.N1C=CC=CC=1.O. The catalyst is C1C=CC=CC=1. The product is [N:12]1[S:13][CH:1]=[C:2]2[C:3]([C:4]([O:6][CH3:7])=[O:5])=[CH:8][CH:9]=[CH:10][C:11]=12. The yield is 0.360.